Dataset: Forward reaction prediction with 1.9M reactions from USPTO patents (1976-2016). Task: Predict the product of the given reaction. (1) The product is: [CH3:14][C:15]1[CH:20]=[C:19]([N+:21]([O-:23])=[O:22])[CH:18]=[CH:17][C:16]=1[N:24]=[C:25]1[N:4]([CH:1]([CH3:3])[CH3:2])[CH2:5][C:6]([CH3:9])([CH3:8])[S:26]1. Given the reactants [CH:1]([NH:4][CH2:5][C:6]([CH3:9])([CH3:8])O)([CH3:3])[CH3:2].O=S(Cl)Cl.[CH3:14][C:15]1[CH:20]=[C:19]([N+:21]([O-:23])=[O:22])[CH:18]=[CH:17][C:16]=1[N:24]=[C:25]=[S:26], predict the reaction product. (2) The product is: [F:10][CH2:9][C@@H:8]([CH3:11])[CH2:7][N:27]1[C:15]([CH3:40])([CH3:14])[CH2:16][C:17]2[C:25]3[C:20](=[CH:21][CH:22]=[CH:23][CH:24]=3)[NH:19][C:18]=2[CH:26]1[C:28]1[CH:29]=[CH:30][C:31](/[CH:34]=[CH:35]/[C:36]([O:38][CH3:39])=[O:37])=[CH:32][CH:33]=1. Given the reactants FC(F)(F)S(O[CH2:7][C@H:8]([CH3:11])[CH2:9][F:10])(=O)=O.[CH3:14][C:15]1([CH3:40])[NH:27][CH:26]([C:28]2[CH:33]=[CH:32][C:31](/[CH:34]=[CH:35]/[C:36]([O:38][CH3:39])=[O:37])=[CH:30][CH:29]=2)[C:18]2[NH:19][C:20]3[C:25]([C:17]=2[CH2:16]1)=[CH:24][CH:23]=[CH:22][CH:21]=3, predict the reaction product.